This data is from Forward reaction prediction with 1.9M reactions from USPTO patents (1976-2016). The task is: Predict the product of the given reaction. (1) Given the reactants [F:1][C:2]1[CH:3]=[C:4]2[C:8](=[C:9]([C:12]([OH:14])=O)[C:10]=1[F:11])[NH:7][CH:6]=[CH:5]2.CN(C(ON1N=NC2C=CC=CC1=2)=[N+](C)C)C.[B-](F)(F)(F)F.C(N(CC)C(C)C)(C)C.[C:46]([C:50]1[CH:67]=[CH:66][C:53]([CH2:54][NH:55][CH2:56][CH2:57][C:58]2[CH:63]=[CH:62][CH:61]=[C:60]([Cl:64])[C:59]=2[F:65])=[CH:52][CH:51]=1)([CH3:49])([CH3:48])[CH3:47], predict the reaction product. The product is: [C:46]([C:50]1[CH:67]=[CH:66][C:53]([CH2:54][N:55]([CH2:56][CH2:57][C:58]2[CH:63]=[CH:62][CH:61]=[C:60]([Cl:64])[C:59]=2[F:65])[C:12]([C:9]2[C:10]([F:11])=[C:2]([F:1])[CH:3]=[C:4]3[C:8]=2[NH:7][CH:6]=[CH:5]3)=[O:14])=[CH:52][CH:51]=1)([CH3:49])([CH3:47])[CH3:48]. (2) Given the reactants [CH3:1][O:2][C:3]1[CH:4]=[C:5]([CH:33]=[CH:34][C:35]=1[O:36][CH3:37])[CH2:6][CH:7]1[C:16]2[C:11](=[CH:12][C:13]([O:18][CH3:19])=[C:14]([OH:17])[CH:15]=2)[CH2:10][CH2:9][N:8]1[CH2:20][C:21]([NH:23][CH:24]1[C:32]2[C:27](=[CH:28][CH:29]=[CH:30][CH:31]=2)[CH2:26][CH2:25]1)=[O:22].Br[CH2:39][CH:40]([CH3:42])[CH3:41], predict the reaction product. The product is: [CH3:1][O:2][C:3]1[CH:4]=[C:5]([CH:33]=[CH:34][C:35]=1[O:36][CH3:37])[CH2:6][CH:7]1[C:16]2[C:11](=[CH:12][C:13]([O:18][CH3:19])=[C:14]([O:17][CH2:39][CH:40]([CH3:42])[CH3:41])[CH:15]=2)[CH2:10][CH2:9][N:8]1[CH2:20][C:21]([NH:23][CH:24]1[C:32]2[C:27](=[CH:28][CH:29]=[CH:30][CH:31]=2)[CH2:26][CH2:25]1)=[O:22]. (3) Given the reactants C([O:3][C:4](=[O:20])[C@@H:5]([O:18][CH3:19])[CH2:6][C:7]1[CH:12]=[CH:11][C:10]([O:13][CH2:14][CH2:15][CH2:16]Br)=[CH:9][CH:8]=1)C.[N:21]1([C:27]2[CH:28]=[C:29]([OH:33])[CH:30]=[CH:31][CH:32]=2)[CH2:26][CH2:25][O:24][CH2:23][CH2:22]1, predict the reaction product. The product is: [CH3:19][O:18][C@@H:5]([CH2:6][C:7]1[CH:8]=[CH:9][C:10]([O:13][CH2:14][CH2:15][CH2:16][O:33][C:29]2[CH:30]=[CH:31][CH:32]=[C:27]([N:21]3[CH2:26][CH2:25][O:24][CH2:23][CH2:22]3)[CH:28]=2)=[CH:11][CH:12]=1)[C:4]([OH:3])=[O:20]. (4) Given the reactants [CH2:1]([O:3]C1C=C(N2C=C(C(C3C(CO)NCCN3C([O-])=O)=O)N=C2C2C=CC(C)=CC=2)C=CC=1)[CH3:2].[CH2:35]([O:37][C:38]1[CH:39]=[C:40]([N:44]2[CH:48]=[C:47]([C:49]([N:51]3[CH2:56][CH2:55][N:54](C(OCC4C=CC=CC=4)=O)[CH2:53][C@@H:52]3[C:67]([O:69]C)=O)=[O:50])[N:46]=[C:45]2[C:71]2[CH:76]=[CH:75][C:74]([CH3:77])=[CH:73][CH:72]=2)[CH:41]=[CH:42][CH:43]=1)[CH3:36].[BH4-].[Li+], predict the reaction product. The product is: [C:1]([O:69][CH2:67][C@H:52]1[CH2:53][NH:54][CH2:55][CH2:56][N:51]1[C:49]([C:47]1[N:46]=[C:45]([C:71]2[CH:76]=[CH:75][C:74]([CH3:77])=[CH:73][CH:72]=2)[N:44]([C:40]2[CH:41]=[CH:42][CH:43]=[C:38]([O:37][CH2:35][CH3:36])[CH:39]=2)[CH:48]=1)=[O:50])(=[O:3])[CH3:2].